Dataset: Forward reaction prediction with 1.9M reactions from USPTO patents (1976-2016). Task: Predict the product of the given reaction. Given the reactants [CH2:1]([O:3][C:4](=[O:16])/[CH:5]=[CH:6]/[C:7]1[CH:12]=[CH:11][C:10]([O:13][CH3:14])=[CH:9][C:8]=1[F:15])[CH3:2].[N+](=[CH2:19])=[N-], predict the reaction product. The product is: [CH2:1]([O:3][C:4]([CH:5]1[CH2:19][CH:6]1[C:7]1[CH:12]=[CH:11][C:10]([O:13][CH3:14])=[CH:9][C:8]=1[F:15])=[O:16])[CH3:2].